Task: Predict the reaction yield, written as a fraction of the theoretical maximum amount of product (1.0 means a 100% yield; for example, 0.34 means a 34% yield).. Dataset: Reaction yield outcomes from USPTO patents with 853,638 reactions The reactants are [C:1]([C:5]1[CH:6]=[C:7]([N:15]2[C:19]([O:20][CH:21]3[CH2:26][CH2:25][CH2:24][CH2:23][CH2:22]3)=[CH:18][C:17]([C:27]([O:29][CH2:30][CH3:31])=[O:28])=[N:16]2)[CH:8]=[C:9]([C:11]2([CH3:14])[CH2:13][CH2:12]2)[CH:10]=1)([CH3:4])([CH3:3])[CH3:2].C1C(=O)N([Cl:39])C(=O)C1. The catalyst is CN(C=O)C. The product is [C:1]([C:5]1[CH:6]=[C:7]([N:15]2[C:19]([O:20][CH:21]3[CH2:22][CH2:23][CH2:24][CH2:25][CH2:26]3)=[C:18]([Cl:39])[C:17]([C:27]([O:29][CH2:30][CH3:31])=[O:28])=[N:16]2)[CH:8]=[C:9]([C:11]2([CH3:14])[CH2:12][CH2:13]2)[CH:10]=1)([CH3:2])([CH3:3])[CH3:4]. The yield is 0.910.